Predict the reactants needed to synthesize the given product. From a dataset of Full USPTO retrosynthesis dataset with 1.9M reactions from patents (1976-2016). (1) Given the product [Cl:1][C:2]1[CH:18]=[C:17]([N+:19]([O-:21])=[O:20])[CH:16]=[CH:15][C:3]=1[O:4][C:5]1[CH:6]=[C:7]([CH:12]=[CH:13][CH:14]=1)[C:8]([OH:10])=[O:9], predict the reactants needed to synthesize it. The reactants are: [Cl:1][C:2]1[CH:18]=[C:17]([N+:19]([O-:21])=[O:20])[CH:16]=[CH:15][C:3]=1[O:4][C:5]1[CH:6]=[C:7]([CH:12]=[CH:13][CH:14]=1)[C:8]([O:10]C)=[O:9].C(O)(C)C.[OH-].[Na+]. (2) The reactants are: [CH3:1][O:2][C:3](=[O:17])[CH2:4][CH2:5][CH2:6][CH2:7][CH2:8][S:9][C:10]1[CH:15]=[CH:14][C:13]([Cl:16])=[CH:12][CH:11]=1.I([O-])(=O)(=O)=[O:19].[Na+]. Given the product [CH3:1][O:2][C:3](=[O:17])[CH2:4][CH2:5][CH2:6][CH2:7][CH2:8][S:9]([C:10]1[CH:15]=[CH:14][C:13]([Cl:16])=[CH:12][CH:11]=1)=[O:19], predict the reactants needed to synthesize it. (3) Given the product [CH2:15]([O:14][C:12]([C:9]1[C:10]([CH3:11])=[C:6]2[C:4](=[O:5])[C:32]([C:33]#[N:34])=[CH:31][NH:17][N:7]2[CH:8]=1)=[O:13])[CH3:16], predict the reactants needed to synthesize it. The reactants are: C(O[C:4]([C:6]1[N:7]([NH2:17])[CH:8]=[C:9]([C:12]([O:14][CH2:15][CH3:16])=[O:13])[C:10]=1[CH3:11])=[O:5])C.S(O)(C1C=CC(C)=CC=1)(=O)=O.O.C1CCN2[C:33](=[N:34]CCC2)[CH2:32][CH2:31]1.[NH4+].[Cl-]. (4) Given the product [Cl:1][C:2]1[CH:7]=[C:6]([I:8])[CH:5]=[CH:4][C:3]=1[O:9][Si:18]([CH:25]([CH3:27])[CH3:26])([CH:22]([CH3:24])[CH3:23])[CH:19]([CH3:21])[CH3:20], predict the reactants needed to synthesize it. The reactants are: [Cl:1][C:2]1[CH:7]=[C:6]([I:8])[CH:5]=[CH:4][C:3]=1[OH:9].C(N(CC)CC)C.Cl[Si:18]([CH:25]([CH3:27])[CH3:26])([CH:22]([CH3:24])[CH3:23])[CH:19]([CH3:21])[CH3:20].